This data is from Peptide-MHC class II binding affinity with 134,281 pairs from IEDB. The task is: Regression. Given a peptide amino acid sequence and an MHC pseudo amino acid sequence, predict their binding affinity value. This is MHC class II binding data. (1) The MHC is DRB1_0401 with pseudo-sequence DRB1_0401. The peptide sequence is TMTRPILRLLVLAVL. The binding affinity (normalized) is 0.784. (2) The peptide sequence is YVAWMSATAALAREA. The MHC is DRB1_0701 with pseudo-sequence DRB1_0701. The binding affinity (normalized) is 0.747. (3) The peptide sequence is NSFKPFAEYKSDYVY. The MHC is DRB1_0802 with pseudo-sequence DRB1_0802. The binding affinity (normalized) is 0.0525. (4) The MHC is DRB1_0101 with pseudo-sequence DRB1_0101. The binding affinity (normalized) is 0.839. The peptide sequence is EYIEAAKWLLPPPKV. (5) The peptide sequence is LEVTEVFNFSQDDLL. The MHC is DRB1_1201 with pseudo-sequence DRB1_1201. The binding affinity (normalized) is 0.0745. (6) The peptide sequence is VPLYNRFSYIPNGAL. The MHC is DRB1_0901 with pseudo-sequence DRB1_0901. The binding affinity (normalized) is 0.595. (7) The binding affinity (normalized) is 0.320. The peptide sequence is EEDIEIIPIQEEEY. The MHC is HLA-DQA10101-DQB10501 with pseudo-sequence HLA-DQA10101-DQB10501.